From a dataset of Forward reaction prediction with 1.9M reactions from USPTO patents (1976-2016). Predict the product of the given reaction. Given the reactants Br[C:2]1[N:7]=[CH:6][C:5]([C:8]([NH:10][CH2:11][C:12]2[CH:13]=[C:14]3[C:18](=[CH:19][CH:20]=2)[NH:17][C:16]([C:21]([F:24])([F:23])[F:22])=[CH:15]3)=[O:9])=[CH:4][CH:3]=1.Cl.FC(F)(F)[C:28]1[NH:29]C2C(C=1)=CC(CN)=CC=2, predict the reaction product. The product is: [C:28]([C:2]1[N:7]=[CH:6][C:5]([C:8]([NH:10][CH2:11][C:12]2[CH:13]=[C:14]3[C:18](=[CH:19][CH:20]=2)[NH:17][C:16]([C:21]([F:24])([F:23])[F:22])=[CH:15]3)=[O:9])=[CH:4][CH:3]=1)#[N:29].